Dataset: NCI-60 drug combinations with 297,098 pairs across 59 cell lines. Task: Regression. Given two drug SMILES strings and cell line genomic features, predict the synergy score measuring deviation from expected non-interaction effect. (1) Drug 1: CCC(=C(C1=CC=CC=C1)C2=CC=C(C=C2)OCCN(C)C)C3=CC=CC=C3.C(C(=O)O)C(CC(=O)O)(C(=O)O)O. Drug 2: C1CN(P(=O)(OC1)NCCCl)CCCl. Cell line: SK-MEL-5. Synergy scores: CSS=-0.0270, Synergy_ZIP=0.176, Synergy_Bliss=1.29, Synergy_Loewe=-0.684, Synergy_HSA=0.0187. (2) Drug 1: CCN(CC)CCNC(=O)C1=C(NC(=C1C)C=C2C3=C(C=CC(=C3)F)NC2=O)C. Drug 2: C(=O)(N)NO. Cell line: SN12C. Synergy scores: CSS=1.03, Synergy_ZIP=0.260, Synergy_Bliss=1.21, Synergy_Loewe=-5.71, Synergy_HSA=-0.954. (3) Drug 1: CC1C(C(CC(O1)OC2CC(OC(C2O)C)OC3=CC4=CC5=C(C(=O)C(C(C5)C(C(=O)C(C(C)O)O)OC)OC6CC(C(C(O6)C)O)OC7CC(C(C(O7)C)O)OC8CC(C(C(O8)C)O)(C)O)C(=C4C(=C3C)O)O)O)O. Drug 2: CCC1(CC2CC(C3=C(CCN(C2)C1)C4=CC=CC=C4N3)(C5=C(C=C6C(=C5)C78CCN9C7C(C=CC9)(C(C(C8N6C)(C(=O)OC)O)OC(=O)C)CC)OC)C(=O)OC)O.OS(=O)(=O)O. Cell line: MOLT-4. Synergy scores: CSS=44.6, Synergy_ZIP=1.62, Synergy_Bliss=6.09, Synergy_Loewe=4.12, Synergy_HSA=4.17. (4) Drug 1: C1=NC2=C(N1)C(=S)N=C(N2)N. Drug 2: C1CNP(=O)(OC1)N(CCCl)CCCl. Cell line: NCI-H226. Synergy scores: CSS=10.4, Synergy_ZIP=-4.22, Synergy_Bliss=-1.55, Synergy_Loewe=-23.4, Synergy_HSA=-4.95. (5) Drug 1: C1CC(=O)NC(=O)C1N2CC3=C(C2=O)C=CC=C3N. Drug 2: CC(CN1CC(=O)NC(=O)C1)N2CC(=O)NC(=O)C2. Cell line: OVCAR-4. Synergy scores: CSS=15.7, Synergy_ZIP=-2.65, Synergy_Bliss=0.695, Synergy_Loewe=0.469, Synergy_HSA=1.11. (6) Drug 1: C1=CC(=CC=C1C#N)C(C2=CC=C(C=C2)C#N)N3C=NC=N3. Drug 2: CC12CCC3C(C1CCC2OP(=O)(O)O)CCC4=C3C=CC(=C4)OC(=O)N(CCCl)CCCl.[Na+]. Cell line: HOP-92. Synergy scores: CSS=1.05, Synergy_ZIP=0.188, Synergy_Bliss=2.53, Synergy_Loewe=0.143, Synergy_HSA=0.610. (7) Drug 1: C1CCN(CC1)CCOC2=CC=C(C=C2)C(=O)C3=C(SC4=C3C=CC(=C4)O)C5=CC=C(C=C5)O. Drug 2: CC1CCCC2(C(O2)CC(NC(=O)CC(C(C(=O)C(C1O)C)(C)C)O)C(=CC3=CSC(=N3)C)C)C. Cell line: SK-MEL-5. Synergy scores: CSS=-8.59, Synergy_ZIP=4.00, Synergy_Bliss=1.68, Synergy_Loewe=-11.9, Synergy_HSA=-7.08.